This data is from NCI-60 drug combinations with 297,098 pairs across 59 cell lines. The task is: Regression. Given two drug SMILES strings and cell line genomic features, predict the synergy score measuring deviation from expected non-interaction effect. (1) Drug 1: CCCS(=O)(=O)NC1=C(C(=C(C=C1)F)C(=O)C2=CNC3=C2C=C(C=N3)C4=CC=C(C=C4)Cl)F. Drug 2: CNC(=O)C1=NC=CC(=C1)OC2=CC=C(C=C2)NC(=O)NC3=CC(=C(C=C3)Cl)C(F)(F)F. Cell line: OVCAR-4. Synergy scores: CSS=8.55, Synergy_ZIP=-6.35, Synergy_Bliss=-0.541, Synergy_Loewe=-14.5, Synergy_HSA=-3.92. (2) Drug 1: CC1=C2C(C(=O)C3(C(CC4C(C3C(C(C2(C)C)(CC1OC(=O)C(C(C5=CC=CC=C5)NC(=O)C6=CC=CC=C6)O)O)OC(=O)C7=CC=CC=C7)(CO4)OC(=O)C)O)C)OC(=O)C. Drug 2: C1=CC=C(C(=C1)C(C2=CC=C(C=C2)Cl)C(Cl)Cl)Cl. Cell line: HCT116. Synergy scores: CSS=57.6, Synergy_ZIP=8.47, Synergy_Bliss=7.95, Synergy_Loewe=-8.49, Synergy_HSA=4.34. (3) Drug 1: C1=CC(=CC=C1CCC2=CNC3=C2C(=O)NC(=N3)N)C(=O)NC(CCC(=O)O)C(=O)O. Drug 2: CS(=O)(=O)OCCCCOS(=O)(=O)C. Cell line: OVCAR-5. Synergy scores: CSS=14.0, Synergy_ZIP=-6.67, Synergy_Bliss=-4.15, Synergy_Loewe=-19.2, Synergy_HSA=-2.94. (4) Drug 1: CS(=O)(=O)C1=CC(=C(C=C1)C(=O)NC2=CC(=C(C=C2)Cl)C3=CC=CC=N3)Cl. Drug 2: CCC1(CC2CC(C3=C(CCN(C2)C1)C4=CC=CC=C4N3)(C5=C(C=C6C(=C5)C78CCN9C7C(C=CC9)(C(C(C8N6C=O)(C(=O)OC)O)OC(=O)C)CC)OC)C(=O)OC)O.OS(=O)(=O)O. Cell line: HT29. Synergy scores: CSS=63.0, Synergy_ZIP=4.87, Synergy_Bliss=4.72, Synergy_Loewe=-16.7, Synergy_HSA=1.89. (5) Drug 1: C1C(C(OC1N2C=NC3=C(N=C(N=C32)Cl)N)CO)O. Drug 2: CC1CCC2CC(C(=CC=CC=CC(CC(C(=O)C(C(C(=CC(C(=O)CC(OC(=O)C3CCCCN3C(=O)C(=O)C1(O2)O)C(C)CC4CCC(C(C4)OC)O)C)C)O)OC)C)C)C)OC. Cell line: HOP-92. Synergy scores: CSS=32.1, Synergy_ZIP=-9.33, Synergy_Bliss=-3.11, Synergy_Loewe=-2.80, Synergy_HSA=-2.78. (6) Drug 1: CCC1=CC2CC(C3=C(CN(C2)C1)C4=CC=CC=C4N3)(C5=C(C=C6C(=C5)C78CCN9C7C(C=CC9)(C(C(C8N6C)(C(=O)OC)O)OC(=O)C)CC)OC)C(=O)OC.C(C(C(=O)O)O)(C(=O)O)O. Drug 2: C1CC(=O)NC(=O)C1N2C(=O)C3=CC=CC=C3C2=O. Cell line: SF-268. Synergy scores: CSS=22.4, Synergy_ZIP=1.39, Synergy_Bliss=5.07, Synergy_Loewe=-30.7, Synergy_HSA=5.20. (7) Drug 1: CC12CCC(CC1=CCC3C2CCC4(C3CC=C4C5=CN=CC=C5)C)O. Drug 2: C1=CN(C(=O)N=C1N)C2C(C(C(O2)CO)O)O.Cl. Cell line: MOLT-4. Synergy scores: CSS=61.7, Synergy_ZIP=-0.827, Synergy_Bliss=-1.55, Synergy_Loewe=-23.8, Synergy_HSA=-0.936. (8) Drug 1: CC1=C(C=C(C=C1)NC2=NC=CC(=N2)N(C)C3=CC4=NN(C(=C4C=C3)C)C)S(=O)(=O)N.Cl. Drug 2: C(CC(=O)O)C(=O)CN.Cl. Cell line: SW-620. Synergy scores: CSS=-9.79, Synergy_ZIP=6.09, Synergy_Bliss=-5.52, Synergy_Loewe=-15.7, Synergy_HSA=-16.0. (9) Drug 1: C1=CC(=CC=C1CCC2=CNC3=C2C(=O)NC(=N3)N)C(=O)NC(CCC(=O)O)C(=O)O. Drug 2: CC1=CC2C(CCC3(C2CCC3(C(=O)C)OC(=O)C)C)C4(C1=CC(=O)CC4)C. Cell line: A498. Synergy scores: CSS=18.0, Synergy_ZIP=-2.85, Synergy_Bliss=-3.62, Synergy_Loewe=-4.48, Synergy_HSA=-0.731. (10) Drug 1: CS(=O)(=O)C1=CC(=C(C=C1)C(=O)NC2=CC(=C(C=C2)Cl)C3=CC=CC=N3)Cl. Drug 2: CC1=CC=C(C=C1)C2=CC(=NN2C3=CC=C(C=C3)S(=O)(=O)N)C(F)(F)F. Cell line: SN12C. Synergy scores: CSS=4.35, Synergy_ZIP=-0.641, Synergy_Bliss=1.75, Synergy_Loewe=1.38, Synergy_HSA=1.37.